This data is from Catalyst prediction with 721,799 reactions and 888 catalyst types from USPTO. The task is: Predict which catalyst facilitates the given reaction. (1) Reactant: [OH:1][C:2]1[CH:35]=[CH:34][C:5]([CH2:6][NH:7][C:8]2[N:13]=[C:12]([O:14][CH2:15][C:16]([F:19])([F:18])[F:17])[N:11]=[C:10]([NH:20][C:21]3[CH:33]=[CH:32][C:24]([C:25]([O:27][C:28]([CH3:31])([CH3:30])[CH3:29])=[O:26])=[CH:23][CH:22]=3)[N:9]=2)=[CH:4][CH:3]=1.[Br:36][CH2:37][CH2:38]Br.C(=O)([O-])[O-].[K+].[K+]. Product: [Br:36][CH2:37][CH2:38][O:1][C:2]1[CH:35]=[CH:34][C:5]([CH2:6][NH:7][C:8]2[N:13]=[C:12]([O:14][CH2:15][C:16]([F:19])([F:17])[F:18])[N:11]=[C:10]([NH:20][C:21]3[CH:33]=[CH:32][C:24]([C:25]([O:27][C:28]([CH3:30])([CH3:31])[CH3:29])=[O:26])=[CH:23][CH:22]=3)[N:9]=2)=[CH:4][CH:3]=1. The catalyst class is: 21. (2) Reactant: C[Si]([Cl:5])(C)C.[CH3:6][O:7][C:8](=[O:37])[C@@H:9]([NH:29]C(OC(C)(C)C)=O)[CH2:10][C:11]1[CH:16]=[CH:15][C:14]([NH:17][C:18](=[O:28])[C:19]2[C:24]([Cl:25])=[CH:23][C:22]([OH:26])=[CH:21][C:20]=2[Cl:27])=[CH:13][CH:12]=1. Product: [ClH:5].[CH3:6][O:7][C:8](=[O:37])[C@@H:9]([NH2:29])[CH2:10][C:11]1[CH:12]=[CH:13][C:14]([NH:17][C:18](=[O:28])[C:19]2[C:20]([Cl:27])=[CH:21][C:22]([OH:26])=[CH:23][C:24]=2[Cl:25])=[CH:15][CH:16]=1. The catalyst class is: 5. (3) Reactant: C([O:3][C:4](=O)[CH:5]=[C:6]([O:22][C:23]1[CH:28]=[CH:27][CH:26]=[CH:25][C:24]=1[Cl:29])[CH2:7][NH:8][CH:9]([C:18]([O:20][CH3:21])=[O:19])[CH2:10][CH:11]1[CH:15]2[CH2:16][CH2:17][CH:12]1[CH2:13][CH2:14]2)C. Product: [CH3:21][O:20][C:18](=[O:19])[CH:9]([N:8]1[CH2:7][C:6]([O:22][C:23]2[CH:28]=[CH:27][CH:26]=[CH:25][C:24]=2[Cl:29])=[CH:5][C:4]1=[O:3])[CH2:10][CH:11]1[CH:12]2[CH2:13][CH2:14][CH:15]1[CH2:16][CH2:17]2. The catalyst class is: 10. (4) Reactant: [NH2:1][C:2]1[CH:7]=[CH:6][C:5]([Cl:8])=[CH:4][C:3]=1[C@@:9]([OH:19])([C:14]#[C:15][CH:16]1[CH2:18][CH2:17]1)[C:10]([F:13])([F:12])[F:11].[C:20](=O)(O)[O-:21].[K+].ClC(Cl)(OC(=O)OC(Cl)(Cl)Cl)Cl. Product: [CH:6]1[C:5]([Cl:8])=[CH:4][C:3]2[C@:9]([C:10]([F:13])([F:11])[F:12])([C:14]#[C:15][CH:16]3[CH2:18][CH2:17]3)[O:19][C:20]([NH:1][C:2]=2[CH:7]=1)=[O:21]. The catalyst class is: 4. (5) Reactant: CCN(C(C)C)C(C)C.[N:10]1[CH:15]=[CH:14][CH:13]=[C:12]([N:16]2[CH:20]=[C:19]([C:21]([NH:23][CH2:24][C:25]([OH:27])=O)=[O:22])[N:18]=[N:17]2)[CH:11]=1.NC1C=NC=CC=1.C1C=CC2N(O)N=NC=2C=1.CCN=C=NCCCN(C)C.Cl.[F:57][C:58]1[CH:70]=[CH:69][C:61]([O:62][CH:63]2[CH2:68][CH2:67][NH:66][CH2:65][CH2:64]2)=[CH:60][C:59]=1[C:71]([F:74])([F:73])[F:72].Cl.ClC1C=CC=CC=1OC1CCNCC1. Product: [F:57][C:58]1[CH:70]=[CH:69][C:61]([O:62][CH:63]2[CH2:68][CH2:67][N:66]([C:25](=[O:27])[CH2:24][NH:23][C:21]([C:19]3[N:18]=[N:17][N:16]([C:12]4[CH:11]=[N:10][CH:15]=[CH:14][CH:13]=4)[CH:20]=3)=[O:22])[CH2:65][CH2:64]2)=[CH:60][C:59]=1[C:71]([F:74])([F:72])[F:73]. The catalyst class is: 3. (6) Reactant: Br[C:2]1[CH:7]=[CH:6][C:5]([NH:8][C:9](=[O:14])[C:10]([F:13])([F:12])[F:11])=[C:4]([CH3:15])[CH:3]=1.[B:16]1([B:16]2[O:20][C:19]([CH3:22])([CH3:21])[C:18]([CH3:24])([CH3:23])[O:17]2)[O:20][C:19]([CH3:22])([CH3:21])[C:18]([CH3:24])([CH3:23])[O:17]1.CC([O-])=O.[K+].C(Cl)Cl. Product: [CH3:15][C:4]1[CH:3]=[C:2]([B:16]2[O:20][C:19]([CH3:22])([CH3:21])[C:18]([CH3:24])([CH3:23])[O:17]2)[CH:7]=[CH:6][C:5]=1[NH:8][C:9](=[O:14])[C:10]([F:13])([F:12])[F:11]. The catalyst class is: 800.